The task is: Predict the product of the given reaction.. This data is from Forward reaction prediction with 1.9M reactions from USPTO patents (1976-2016). (1) Given the reactants [NH2:1][C:2]1[CH:16]=[CH:15][C:5]([CH2:6][N:7]2[CH2:11][CH2:10][C@@H:9]([N:12]([CH3:14])[CH3:13])[CH2:8]2)=[C:4]([C:17]([F:20])([F:19])[F:18])[CH:3]=1.[I:21][C:22]1[CH:23]=[C:24]([CH:28]=[CH:29][C:30]=1[CH3:31])[C:25](Cl)=[O:26].IC1C=C(C=CC=1C)C(O)=O.O=S(Cl)Cl.C(N(CC)C(C)C)(C)C, predict the reaction product. The product is: [CH3:13][N:12]([CH3:14])[C@@H:9]1[CH2:10][CH2:11][N:7]([CH2:6][C:5]2[CH:15]=[CH:16][C:2]([NH:1][C:25](=[O:26])[C:24]3[CH:28]=[CH:29][C:30]([CH3:31])=[C:22]([I:21])[CH:23]=3)=[CH:3][C:4]=2[C:17]([F:20])([F:18])[F:19])[CH2:8]1. (2) Given the reactants [C:1]([O:5][C:6](=[O:28])[NH:7][CH2:8][CH:9]1[CH2:14]S[C:12]2[CH:15]=[C:16]([F:27])[CH:17]=[C:18]([C:19]3[C:24]([Cl:25])=[CH:23][CH:22]=[CH:21][C:20]=3[Cl:26])[C:11]=2[O:10]1)([CH3:4])([CH3:3])[CH3:2].C1C=C(Cl)C=C(C(OO)=O)C=1.[O-:40][S:41]([O-:43])=O.[Na+].[Na+], predict the reaction product. The product is: [C:1]([O:5][C:6](=[O:28])[NH:7][CH2:8][CH:9]1[CH2:14][S:41](=[O:43])(=[O:40])[C:12]2[CH:15]=[C:16]([F:27])[CH:17]=[C:18]([C:19]3[C:24]([Cl:25])=[CH:23][CH:22]=[CH:21][C:20]=3[Cl:26])[C:11]=2[O:10]1)([CH3:2])([CH3:3])[CH3:4]. (3) Given the reactants [CH3:1][CH:2]1[CH2:6][CH2:5][CH2:4][N:3]1[CH2:7][CH2:8][CH2:9][O:10][C:11]1[CH:16]=[CH:15][C:14]([C:17]2[S:18][C:19]3[CH2:25][CH2:24][CH:23]([NH:26]C(=O)OCC4C=CC=CC=4)[CH2:22][C:20]=3[N:21]=2)=[CH:13][CH:12]=1.O, predict the reaction product. The product is: [CH3:1][CH:2]1[CH2:6][CH2:5][CH2:4][N:3]1[CH2:7][CH2:8][CH2:9][O:10][C:11]1[CH:16]=[CH:15][C:14]([C:17]2[S:18][C:19]3[CH2:25][CH2:24][CH:23]([NH2:26])[CH2:22][C:20]=3[N:21]=2)=[CH:13][CH:12]=1.